This data is from Reaction yield outcomes from USPTO patents with 853,638 reactions. The task is: Predict the reaction yield, written as a fraction of the theoretical maximum amount of product (1.0 means a 100% yield; for example, 0.34 means a 34% yield). The reactants are [N+:1]([C:4]1[CH:5]=[C:6]([OH:10])[CH:7]=[CH:8][CH:9]=1)([O-:3])=[O:2].[H-].[Na+].[Cl:13][CH2:14][CH2:15][CH2:16]I.[Na+].[Cl-]. The catalyst is CN(C)C=O.O. The product is [Cl:13][CH2:14][CH2:15][CH2:16][O:10][C:6]1[CH:7]=[CH:8][CH:9]=[C:4]([N+:1]([O-:3])=[O:2])[CH:5]=1. The yield is 0.851.